Task: Predict the reactants needed to synthesize the given product.. Dataset: Full USPTO retrosynthesis dataset with 1.9M reactions from patents (1976-2016) The reactants are: CN(C)C(N1CC=C(C2NC3N=CN=C(C4C=CC=C(N[C:26](=[O:38])[C:27]5[CH:32]=[CH:31][C:30]([C:33]([OH:36])([CH3:35])[CH3:34])=[CH:29][C:28]=5[F:37])C=4C(C4C=CC=CC=4)(C4C=CC=CC=4)O[SiH2]C(C)(C)C)C=3C=2)CC1)=O.[O:60]1[CH2:65][CH:64]=[C:63]([C:66]2[NH:83][C:69]3[N:70]=[CH:71][N:72]=[C:73]([C:74]4[C:75]([CH3:82])=[C:76]([NH2:81])[CH:77]=[C:78]([F:80])[CH:79]=4)[C:68]=3[CH:67]=2)[CH2:62][CH2:61]1. Given the product [O:60]1[CH2:61][CH:62]=[C:63]([C:66]2[NH:83][C:69]3[N:70]=[CH:71][N:72]=[C:73]([C:74]4[C:75]([CH3:82])=[C:76]([NH:81][C:26](=[O:38])[C:27]5[CH:32]=[CH:31][C:30]([C:33]([OH:36])([CH3:35])[CH3:34])=[CH:29][C:28]=5[F:37])[CH:77]=[C:78]([F:80])[CH:79]=4)[C:68]=3[CH:67]=2)[CH2:64][CH2:65]1, predict the reactants needed to synthesize it.